This data is from Forward reaction prediction with 1.9M reactions from USPTO patents (1976-2016). The task is: Predict the product of the given reaction. (1) Given the reactants Br[C:2]1[CH:7]=[CH:6][C:5]([F:8])=[CH:4][C:3]=1[C:9]([F:12])([F:11])[CH3:10].[B:13]1([B:13]2[O:17][C:16]([CH3:19])([CH3:18])[C:15]([CH3:21])([CH3:20])[O:14]2)[O:17][C:16]([CH3:19])([CH3:18])[C:15]([CH3:21])([CH3:20])[O:14]1.C([O-])(=O)C.[K+], predict the reaction product. The product is: [F:11][C:9]([C:3]1[CH:4]=[C:5]([F:8])[CH:6]=[CH:7][C:2]=1[B:13]1[O:17][C:16]([CH3:19])([CH3:18])[C:15]([CH3:21])([CH3:20])[O:14]1)([F:12])[CH3:10]. (2) Given the reactants [CH3:1][O:2][C:3]1[CH:8]=[CH:7][C:6]([C:9]#[C:10][C:11]2[CH:28]=[CH:27][C:14]([O:15][CH2:16][C:17]3[CH:26]=[CH:25][C:24]4[C:19](=[CH:20][CH:21]=[CH:22][CH:23]=4)[N:18]=3)=[CH:13][CH:12]=2)=[CH:5][CH:4]=1.C[Si]([N:33]=[N+:34]=[N-:35])(C)C, predict the reaction product. The product is: [CH3:1][O:2][C:3]1[CH:4]=[CH:5][C:6]([C:9]2[C:10]([C:11]3[CH:28]=[CH:27][C:14]([O:15][CH2:16][C:17]4[CH:26]=[CH:25][C:24]5[C:19](=[CH:20][CH:21]=[CH:22][CH:23]=5)[N:18]=4)=[CH:13][CH:12]=3)=[N:33][NH:34][N:35]=2)=[CH:7][CH:8]=1. (3) Given the reactants [CH3:1][NH:2][CH2:3][C:4]1[CH:9]=[CH:8][C:7]([C:10]([N:12]2[CH2:18][C:17]3([CH3:20])[CH2:19][CH:13]2[CH2:14][C:15]([CH3:22])([CH3:21])[CH2:16]3)=[O:11])=[CH:6][CH:5]=1.[F:23][C:24]1([F:36])[O:28][C:27]2[CH:29]=[CH:30][CH:31]=[C:32]([C:33](O)=[O:34])[C:26]=2[O:25]1, predict the reaction product. The product is: [CH3:1][N:2]([CH2:3][C:4]1[CH:9]=[CH:8][C:7]([C:10]([N:12]2[CH2:18][C:17]3([CH3:20])[CH2:19][CH:13]2[CH2:14][C:15]([CH3:22])([CH3:21])[CH2:16]3)=[O:11])=[CH:6][CH:5]=1)[C:33]([C:32]1[C:26]2[O:25][C:24]([F:36])([F:23])[O:28][C:27]=2[CH:29]=[CH:30][CH:31]=1)=[O:34]. (4) Given the reactants [F:1][CH2:2][C:3]1[CH:4]=[C:5]([CH:10]=[C:11]([CH2:13]O)[CH:12]=1)[C:6]([O:8][CH3:9])=[O:7].[N-:15]=[N+:16]=[N-:17].[Na+].C(Br)(Br)(Br)Br.C1(P(C2C=CC=CC=2)C2C=CC=CC=2)C=CC=CC=1, predict the reaction product. The product is: [N:15]([CH2:13][C:11]1[CH:10]=[C:5]([CH:4]=[C:3]([CH2:2][F:1])[CH:12]=1)[C:6]([O:8][CH3:9])=[O:7])=[N+:16]=[N-:17]. (5) The product is: [CH2:61]([O:60][C:58]([CH2:57][CH2:56][CH2:55][O:1][C:2]1[CH:7]=[CH:6][C:5]([CH2:8][C:9]2[C:10]([O:17][C@@H:18]3[O:44][C@H:43]([CH2:45][O:46][C:47](=[O:52])[C:48]([CH3:51])([CH3:50])[CH3:49])[C@@H:35]([O:36][C:37](=[O:42])[C:38]([CH3:39])([CH3:41])[CH3:40])[C@H:27]([O:28][C:29](=[O:34])[C:30]([CH3:31])([CH3:32])[CH3:33])[C@H:19]3[O:20][C:21](=[O:26])[C:22]([CH3:25])([CH3:23])[CH3:24])=[N:11][NH:12][C:13]=2[CH:14]([CH3:16])[CH3:15])=[C:4]([CH3:53])[CH:3]=1)=[O:59])[C:62]1[CH:67]=[CH:66][CH:65]=[CH:64][CH:63]=1. Given the reactants [OH:1][C:2]1[CH:7]=[CH:6][C:5]([CH2:8][C:9]2[C:10]([O:17][C@@H:18]3[O:44][C@H:43]([CH2:45][O:46][C:47](=[O:52])[C:48]([CH3:51])([CH3:50])[CH3:49])[C@@H:35]([O:36][C:37](=[O:42])[C:38]([CH3:41])([CH3:40])[CH3:39])[C@H:27]([O:28][C:29](=[O:34])[C:30]([CH3:33])([CH3:32])[CH3:31])[C@H:19]3[O:20][C:21](=[O:26])[C:22]([CH3:25])([CH3:24])[CH3:23])=[N:11][NH:12][C:13]=2[CH:14]([CH3:16])[CH3:15])=[C:4]([CH3:53])[CH:3]=1.Br[CH2:55][CH2:56][CH2:57][C:58]([O:60][CH2:61][C:62]1[CH:67]=[CH:66][CH:65]=[CH:64][CH:63]=1)=[O:59].C(=O)([O-])[O-].[Cs+].[Cs+].[I-].[Na+], predict the reaction product. (6) Given the reactants O.[CH:2]1[N:6]=[CH:5][N:4]2[C@H:7]([C:10]3[CH:17]=[CH:16][C:13]([C:14]#[N:15])=[CH:12][C:11]=3[F:18])[CH2:8][CH2:9][C:3]=12.C([O:23]O)(C)(C)C, predict the reaction product. The product is: [F:18][C:11]1[CH:12]=[C:13]([CH:16]=[CH:17][C:10]=1[C@H:7]1[N:4]2[CH:5]=[N:6][CH:2]=[C:3]2[C:9](=[O:23])[CH2:8]1)[C:14]#[N:15].